From a dataset of Reaction yield outcomes from USPTO patents with 853,638 reactions. Predict the reaction yield, written as a fraction of the theoretical maximum amount of product (1.0 means a 100% yield; for example, 0.34 means a 34% yield). (1) The catalyst is O1CCOCC1.O.C1C=CC(P(C2C=CC=CC=2)[C-]2C=CC=C2)=CC=1.C1C=CC(P(C2C=CC=CC=2)[C-]2C=CC=C2)=CC=1.Cl[Pd]Cl.[Fe+2]. The yield is 0.730. The product is [C:1]([C:4]1[CH:5]=[C:6]([C:18]2[N:22]([CH2:23][CH:24]3[CH2:25][CH2:26][CH2:27][CH2:28][CH2:29]3)[C:21]([CH3:30])=[C:20]([C:31]([O:33][CH2:34][CH3:35])=[O:32])[CH:19]=2)[CH:7]=[CH:8][C:9]=1[C:43]1[N:39]([CH:36]([CH3:38])[CH3:37])[N:40]=[CH:41][CH:42]=1)(=[O:3])[CH3:2]. The reactants are [C:1]([C:4]1[CH:5]=[C:6]([C:18]2[N:22]([CH2:23][CH:24]3[CH2:29][CH2:28][CH2:27][CH2:26][CH2:25]3)[C:21]([CH3:30])=[C:20]([C:31]([O:33][CH2:34][CH3:35])=[O:32])[CH:19]=2)[CH:7]=[CH:8][C:9]=1OS(C(F)(F)F)(=O)=O)(=[O:3])[CH3:2].[CH:36]([N:39]1[C:43](B2OC(C)(C)C(C)(C)O2)=[CH:42][CH:41]=[N:40]1)([CH3:38])[CH3:37].C([O-])([O-])=O.[Cs+].[Cs+]. (2) The reactants are [C:1]([C:5]1[CH:6]=[C:7]([NH2:25])[N:8]([C:10]2[CH:15]=[C:14]([Cl:16])[CH:13]=[C:12]([O:17][Si:18]([C:21]([CH3:24])([CH3:23])[CH3:22])([CH3:20])[CH3:19])[CH:11]=2)[N:9]=1)([CH3:4])([CH3:3])[CH3:2].[OH-].[Na+].Cl[C:29]([O:31][CH2:32][C:33]([Cl:36])([Cl:35])[Cl:34])=[O:30]. The catalyst is CCOC(C)=O. The product is [Cl:34][C:33]([Cl:36])([Cl:35])[CH2:32][O:31][C:29](=[O:30])[NH:25][C:7]1[N:8]([C:10]2[CH:15]=[C:14]([Cl:16])[CH:13]=[C:12]([O:17][Si:18]([C:21]([CH3:24])([CH3:23])[CH3:22])([CH3:19])[CH3:20])[CH:11]=2)[N:9]=[C:5]([C:1]([CH3:4])([CH3:2])[CH3:3])[CH:6]=1. The yield is 0.990. (3) The reactants are [F:1][C:2]1[CH:8]=[C:7](I)[CH:6]=[C:5]([F:10])[C:3]=1[NH2:4].C1C=CC(P(C2C=CC=CC=2)CCCP(C2C=CC=CC=2)C2C=CC=CC=2)=CC=1.[CH:40]([O:42]CCCC)=[CH2:41].CCN(CC)CC.Cl. The catalyst is CC([O-])=O.CC([O-])=O.[Pd+2].C(Cl)Cl. The product is [NH2:4][C:3]1[C:2]([F:1])=[CH:8][C:7]([C:40](=[O:42])[CH3:41])=[CH:6][C:5]=1[F:10]. The yield is 0.450. (4) The reactants are [Cl:1][C:2]1[CH:9]=[CH:8][C:5]([CH:6]=[O:7])=[C:4](F)[CH:3]=1.[CH3:11][O-:12].[Na+]. No catalyst specified. The product is [Cl:1][C:2]1[CH:9]=[CH:8][C:5]([CH:6]=[O:7])=[C:4]([O:12][CH3:11])[CH:3]=1. The yield is 0.775. (5) The catalyst is CN(C=O)C. The reactants are [C:1]([C:4]1[C:5](=[O:21])[N:6]([CH2:15][CH2:16][O:17][C:18](=[O:20])[CH3:19])[C:7]2[C:12]([C:13]=1O)=[CH:11][CH:10]=[CH:9][CH:8]=2)(=O)[CH3:2].O.[NH2:23][NH2:24]. The product is [CH3:2][C:1]1[NH:23][N:24]=[C:13]2[C:12]3[CH:11]=[CH:10][CH:9]=[CH:8][C:7]=3[N:6]([CH2:15][CH2:16][O:17][C:18](=[O:20])[CH3:19])[C:5](=[O:21])[C:4]=12. The yield is 0.690. (6) The reactants are [CH3:1][O:2][C:3]1[C:8]([N+:9]([O-:11])=[O:10])=[CH:7][N:6]=[C:5]([OH:12])[CH:4]=1.C([O-])([O-])=O.[K+].[K+].Br[CH2:20][CH2:21][O:22][Si:23]([C:26]([CH3:29])([CH3:28])[CH3:27])([CH3:25])[CH3:24]. The catalyst is CN(C=O)C.O. The product is [Si:23]([O:22][CH2:21][CH2:20][O:12][C:5]1[CH:4]=[C:3]([O:2][CH3:1])[C:8]([N+:9]([O-:11])=[O:10])=[CH:7][N:6]=1)([C:26]([CH3:29])([CH3:28])[CH3:27])([CH3:25])[CH3:24]. The yield is 0.930. (7) The reactants are [OH:1][C:2]1[CH:3]=[C:4]2[C:9](=[CH:10][CH:11]=1)[O:8][CH:7]([C:12]([F:15])([F:14])[F:13])[C:6]([C:16]([O:18][CH2:19][CH3:20])=[O:17])=[CH:5]2.[Br:21][C:22]1[CH:27]=[CH:26][C:25]([C:28](=[O:31])[CH2:29]Br)=[CH:24][CH:23]=1.C(=O)([O-])[O-].[K+].[K+]. The catalyst is CN(C=O)C. The product is [Br:21][C:22]1[CH:27]=[CH:26][C:25]([C:28](=[O:31])[CH2:29][O:1][C:2]2[CH:3]=[C:4]3[C:9](=[CH:10][CH:11]=2)[O:8][CH:7]([C:12]([F:15])([F:13])[F:14])[C:6]([C:16]([O:18][CH2:19][CH3:20])=[O:17])=[CH:5]3)=[CH:24][CH:23]=1. The yield is 0.386.